From a dataset of Full USPTO retrosynthesis dataset with 1.9M reactions from patents (1976-2016). Predict the reactants needed to synthesize the given product. (1) Given the product [F:24][CH:25]([F:28])[CH2:26][NH:27][C:19](=[O:21])[C:18]1[CH:22]=[CH:23][C:15]([O:14][CH2:13][C:3]2[C:4]([C:7]3[CH:8]=[CH:9][CH:10]=[CH:11][CH:12]=3)=[N:5][O:6][C:2]=2[CH3:1])=[N:16][CH:17]=1, predict the reactants needed to synthesize it. The reactants are: [CH3:1][C:2]1[O:6][N:5]=[C:4]([C:7]2[CH:12]=[CH:11][CH:10]=[CH:9][CH:8]=2)[C:3]=1[CH2:13][O:14][C:15]1[CH:23]=[CH:22][C:18]([C:19]([OH:21])=O)=[CH:17][N:16]=1.[F:24][CH:25]([F:28])[CH2:26][NH2:27]. (2) Given the product [CH3:20][C@H:16]1[CH2:17][CH2:18][CH2:19][NH:14][C@H:15]1[CH2:21][NH:22][C:23]([C:25]1[CH:26]=[CH:27][CH:28]=[C:29]2[C:34]=1[N:33]=[CH:32][CH:31]=[CH:30]2)=[O:24], predict the reactants needed to synthesize it. The reactants are: [N+]([O-])([O-])=O.[NH4+].[Ce].COC1C=CC(C[N:14]2[CH2:19][CH2:18][CH2:17][C@H:16]([CH3:20])[C@@H:15]2[CH2:21][NH:22][C:23]([C:25]2[CH:26]=[CH:27][CH:28]=[C:29]3[C:34]=2[N:33]=[CH:32][CH:31]=[CH:30]3)=[O:24])=CC=1.C([O-])(O)=O.[Na+].C[C@H]1CCCN[C@H]1CNC(C1C=CC=C2C=1N=CC=C2)=O.COC1C=CC(C=O)=CC=1. (3) Given the product [F:30]/[C:29](=[C:39](/[C:2]1[CH:11]=[C:10]2[C:5]([C:6]([CH3:19])([CH3:20])[CH2:7][CH:8]=[C:9]2[C:12]([CH3:15])([CH3:14])[CH3:13])=[CH:4][C:3]=1[O:21][CH2:22][CH3:23])\[CH3:40])/[C:27]([O:26][CH2:25][CH3:24])=[O:28], predict the reactants needed to synthesize it. The reactants are: Br[C:2]1[CH:11]=[C:10]2[C:5]([C:6]([CH3:20])([CH3:19])[CH2:7][C:8](C(=O)C)=[C:9]2[C:12]([CH3:15])([CH3:14])[CH3:13])=[CH:4][C:3]=1[O:21][CH2:22][CH3:23].[CH3:24][CH2:25][O:26][C:27]([CH:29](P(OCC)(OCC)=O)[F:30])=[O:28].[CH:39]([N-]C(C)C)(C)[CH3:40].[Li+]. (4) Given the product [CH3:16][N:13]1[CH2:12][CH2:11][N:10]([C:7]2[CH:8]=[CH:9][C:4]([C:3]([OH:17])=[O:2])=[CH:5][N:6]=2)[CH2:15][CH2:14]1, predict the reactants needed to synthesize it. The reactants are: C[O:2][C:3](=[O:17])[C:4]1[CH:9]=[CH:8][C:7]([N:10]2[CH2:15][CH2:14][N:13]([CH3:16])[CH2:12][CH2:11]2)=[N:6][CH:5]=1.[OH-].[Na+].Cl. (5) Given the product [C:44]([CH2:43][CH2:42][C:28]1[C:27]([CH2:26][CH2:25][CH2:24][CH2:23][CH2:22][CH2:21][O:20][C:18]2[CH:17]=[C:13]([C:14](=[O:15])[NH:58][CH2:57][CH2:56][C:53]3[CH:54]=[CH:55][C:50]([F:49])=[CH:51][CH:52]=3)[CH:12]=[C:11]([C:9]3[CH:8]=[CH:7][C:6]4[O:1][CH2:2][CH2:3][O:4][C:5]=4[CH:10]=3)[CH:19]=2)=[CH:32][CH:31]=[CH:30][C:29]=1[O:33][CH2:34][CH2:35][CH2:36][C:37]([OH:39])=[O:38])([OH:46])=[O:45], predict the reactants needed to synthesize it. The reactants are: [O:1]1[C:6]2[CH:7]=[CH:8][C:9]([C:11]3[CH:12]=[C:13]([CH:17]=[C:18]([O:20][CH2:21][CH2:22][CH2:23][CH2:24][CH2:25][CH2:26][C:27]4[CH:32]=[CH:31][CH:30]=[C:29]([O:33][CH2:34][CH2:35][CH2:36][C:37]([O:39]CC)=[O:38])[C:28]=4[CH2:42][CH2:43][C:44]([O:46]CC)=[O:45])[CH:19]=3)[C:14](O)=[O:15])=[CH:10][C:5]=2[O:4][CH2:3][CH2:2]1.[F:49][C:50]1[CH:55]=[CH:54][C:53]([CH2:56][CH2:57][NH2:58])=[CH:52][CH:51]=1. (6) Given the product [CH:20]1([N:17]2[C:5]3[C:6]([O:8][C@@H:9]([C@H:11]4[CH2:15][NH:14][C:13](=[O:16])[CH2:12]4)[CH3:10])=[N:7][C:2]([C:29]4[CH:30]=[CH:31][C:26]([O:25][CH2:23][CH3:24])=[C:27]([O:35][CH3:36])[CH:28]=4)=[CH:3][C:4]=3[N:19]=[CH:18]2)[CH2:22][CH2:21]1, predict the reactants needed to synthesize it. The reactants are: Br[C:2]1[N:7]=[C:6]([O:8][C@@H:9]([C@H:11]2[CH2:15][NH:14][C:13](=[O:16])[CH2:12]2)[CH3:10])[C:5]2[N:17]([CH:20]3[CH2:22][CH2:21]3)[CH:18]=[N:19][C:4]=2[CH:3]=1.[CH2:23]([O:25][C:26]1[CH:31]=[CH:30][C:29](B(O)O)=[CH:28][C:27]=1[O:35][CH3:36])[CH3:24].COCCOC.C(=O)([O-])[O-].[Na+].[Na+]. (7) Given the product [CH:1]([C:4]1[S:5][C:6]([NH:12][C:13]2[CH:18]=[CH:17][CH:16]=[CH:15][C:14]=2[N+:19]([O-:21])=[O:20])=[C:7]([C:9]#[N:11])[N:8]=1)([CH3:3])[CH3:2], predict the reactants needed to synthesize it. The reactants are: [CH:1]([C:4]1[S:5][C:6]([NH:12][C:13]2[CH:18]=[CH:17][CH:16]=[CH:15][C:14]=2[N+:19]([O-:21])=[O:20])=[C:7]([C:9]([NH2:11])=O)[N:8]=1)([CH3:3])[CH3:2].O=P(Cl)(Cl)Cl.C(O)(C(F)(F)F)=O.[OH-].[Na+].